This data is from Reaction yield outcomes from USPTO patents with 853,638 reactions. The task is: Predict the reaction yield, written as a fraction of the theoretical maximum amount of product (1.0 means a 100% yield; for example, 0.34 means a 34% yield). The reactants are [S:1]1[C:5]2[CH:6]=[CH:7][CH:8]=[CH:9][C:4]=2[N:3]=[C:2]1[NH:10][NH2:11].C([O:14][C:15](=O)[CH2:16][C:17]([C:19]1[S:20][CH:21]=[CH:22][CH:23]=1)=O)C. The catalyst is C(O)C. The product is [S:1]1[C:5]2[CH:6]=[CH:7][CH:8]=[CH:9][C:4]=2[N:3]=[C:2]1[N:10]1[C:15](=[O:14])[CH:16]=[C:17]([C:19]2[S:20][CH:21]=[CH:22][CH:23]=2)[NH:11]1. The yield is 0.880.